From a dataset of Forward reaction prediction with 1.9M reactions from USPTO patents (1976-2016). Predict the product of the given reaction. (1) Given the reactants [CH3:1][N:2]1[CH2:6][CH2:5][C@@H:4](O)[CH2:3]1.C1(P(C2C=CC=CC=2)C2C=CC=CC=2)C=CC=CC=1.[N:27](C(OC(C)(C)C)=O)=[N:28]C(OC(C)(C)C)=O.[ClH:43], predict the reaction product. The product is: [ClH:43].[ClH:43].[NH:27]([C@H:4]1[CH2:5][CH2:6][N:2]([CH3:1])[CH2:3]1)[NH2:28]. (2) The product is: [CH3:14][O:13][N:12]([CH3:11])[C:7]([C:4]1[O:5][CH:6]=[C:2]([Br:1])[CH:3]=1)=[O:8]. Given the reactants [Br:1][C:2]1[CH:3]=[C:4]([C:7](Cl)=[O:8])[O:5][CH:6]=1.Cl.[CH3:11][NH:12][O:13][CH3:14].C(N(CC)C(C)C)(C)C, predict the reaction product. (3) Given the reactants [H-].[Na+].[Cl:3][C:4]1[CH:5]=[C:6]([CH:9]=[CH:10][C:11]=1[CH:12]1[C:21]2[C:20](=[O:22])[CH2:19][CH2:18][CH2:17][C:16]=2[N:15]([C:23]2[CH:28]=[CH:27][CH:26]=[C:25]([C:29]([F:32])([F:31])[F:30])[CH:24]=2)[C:14](=[O:33])[NH:13]1)[C:7]#[N:8].[CH3:34][S:35](Cl)(=[O:37])=[O:36].O, predict the reaction product. The product is: [Cl:3][C:4]1[CH:5]=[C:6]([CH:9]=[CH:10][C:11]=1[CH:12]1[C:21]2[C:20](=[O:22])[CH2:19][CH2:18][CH2:17][C:16]=2[N:15]([C:23]2[CH:28]=[CH:27][CH:26]=[C:25]([C:29]([F:31])([F:32])[F:30])[CH:24]=2)[C:14](=[O:33])[N:13]1[S:35]([CH3:34])(=[O:37])=[O:36])[C:7]#[N:8]. (4) Given the reactants [C:1]([C:4]1[C:22](=[O:23])[C@@:8]2([CH3:24])[C:9]3[C:15]([OH:16])=[CH:14][C:13]([O:17][CH3:18])=[C:12]([C:19]([NH2:21])=[O:20])[C:10]=3[O:11][C:7]2=[CH:6][C:5]=1[OH:25])(=[O:3])[CH3:2].[CH3:26][O:27][C:28]1[C:37]2[C:32](=[CH:33][CH:34]=[CH:35][CH:36]=2)[C:31]([CH:38]=O)=[CH:30][CH:29]=1.C([SiH](CC)CC)C.FC(F)(F)C(O)=O, predict the reaction product. The product is: [C:1]([C:4]1[C:22](=[O:23])[C@@:8]2([CH3:24])[C:9]3[C:15]([OH:16])=[CH:14][C:13]([O:17][CH3:18])=[C:12]([C:19]([NH:21][CH2:38][C:31]4[C:32]5[C:37](=[CH:36][CH:35]=[CH:34][CH:33]=5)[C:28]([O:27][CH3:26])=[CH:29][CH:30]=4)=[O:20])[C:10]=3[O:11][C:7]2=[CH:6][C:5]=1[OH:25])(=[O:3])[CH3:2]. (5) Given the reactants [CH3:1][O:2][C:3]1[CH:11]=[CH:10][C:6]([C:7]([OH:9])=O)=[CH:5][C:4]=1/[CH:12]=[CH:13]/[C:14]1[CH:19]=[CH:18][C:17]([O:20][C:21]([F:24])([F:23])[F:22])=[CH:16][CH:15]=1.[NH2:25][CH2:26][C@H:27]([OH:30])[CH2:28][OH:29], predict the reaction product. The product is: [OH:30][C@H:27]([CH2:28][OH:29])[CH2:26][NH:25][C:7](=[O:9])[C:6]1[CH:10]=[CH:11][C:3]([O:2][CH3:1])=[C:4](/[CH:12]=[CH:13]/[C:14]2[CH:15]=[CH:16][C:17]([O:20][C:21]([F:24])([F:23])[F:22])=[CH:18][CH:19]=2)[CH:5]=1. (6) Given the reactants Cl.[CH3:2][O:3][C:4]([C:6]1([N+:16]([O-])=O)[CH2:8][CH:7]1[C:9]1[CH:14]=[CH:13][CH:12]=[CH:11][C:10]=1[Br:15])=[O:5].C(=O)([O-])O.[Na+], predict the reaction product. The product is: [CH3:2][O:3][C:4]([C:6]1([NH2:16])[CH2:8][CH:7]1[C:9]1[CH:14]=[CH:13][CH:12]=[CH:11][C:10]=1[Br:15])=[O:5].